Dataset: Reaction yield outcomes from USPTO patents with 853,638 reactions. Task: Predict the reaction yield, written as a fraction of the theoretical maximum amount of product (1.0 means a 100% yield; for example, 0.34 means a 34% yield). (1) The reactants are [F:1][C:2]1[CH:7]=[CH:6][C:5]([C:8]2[N:9]([Si](C(C)C)(C(C)C)C(C)C)[CH:10]=[C:11]([C:19]3(O)[CH2:24][CH2:23][N:22]([CH3:25])[CH2:21][CH2:20]3)[C:12]=2[C:13]2[CH:18]=[CH:17][N:16]=[CH:15][CH:14]=2)=[CH:4][CH:3]=1.C([SiH](CC)CC)C.FC(F)(F)C(O)=O.[F-].C([N+](CCCC)(CCCC)CCCC)CCC. No catalyst specified. The product is [F:1][C:2]1[CH:7]=[CH:6][C:5]([C:8]2[NH:9][CH:10]=[C:11]([C:19]3[CH2:24][CH2:23][N:22]([CH3:25])[CH2:21][CH:20]=3)[C:12]=2[C:13]2[CH:18]=[CH:17][N:16]=[CH:15][CH:14]=2)=[CH:4][CH:3]=1. The yield is 0.910. (2) The reactants are I[C:2]1[CH:3]=[C:4]([CH:16]=[CH:17][C:18]=1[O:19][CH3:20])[C:5]([N:7]1[CH2:15][C:14]2[C:9](=[CH:10][CH:11]=[CH:12][CH:13]=2)[CH2:8]1)=[O:6].[C:21]([C:23]1[CH:24]=[C:25]([O:29][CH3:30])[CH:26]=[CH:27][CH:28]=1)#[CH:22]. The catalyst is C1(C)C=CC=CC=1.[Cu]I.Cl[Pd](Cl)([P](C1C=CC=CC=1)(C1C=CC=CC=1)C1C=CC=CC=1)[P](C1C=CC=CC=1)(C1C=CC=CC=1)C1C=CC=CC=1. The product is [CH3:20][O:19][C:18]1[CH:17]=[CH:16][C:4]([C:5]([N:7]2[CH2:15][C:14]3[C:9](=[CH:10][CH:11]=[CH:12][CH:13]=3)[CH2:8]2)=[O:6])=[CH:3][C:2]=1[C:22]#[C:21][C:23]1[CH:28]=[CH:27][CH:26]=[C:25]([O:29][CH3:30])[CH:24]=1. The yield is 0.690. (3) The reactants are C(OC([N:8]1[CH2:12][CH2:11][CH2:10][CH:9]1[CH2:13][N:14]1[C:18]2[CH:19]=[C:20]([C:23]3[N:30]4[C:26]([S:27][CH:28]=[CH:29]4)=[N:25][C:24]=3[C:31]3[CH:36]=[CH:35][C:34]([F:37])=[CH:33][CH:32]=3)[CH:21]=[CH:22][C:17]=2[N:16]=[C:15]1[NH2:38])=O)(C)(C)C.C(O)(C(F)(F)F)=O. The catalyst is C(Cl)Cl. The product is [F:37][C:34]1[CH:35]=[CH:36][C:31]([C:24]2[N:25]=[C:26]3[N:30]([C:23]=2[C:20]2[CH:21]=[CH:22][C:17]4[N:16]=[C:15]([NH2:38])[N:14]([CH2:13][CH:9]5[CH2:10][CH2:11][CH2:12][NH:8]5)[C:18]=4[CH:19]=2)[CH:29]=[CH:28][S:27]3)=[CH:32][CH:33]=1. The yield is 0.670.